This data is from Full USPTO retrosynthesis dataset with 1.9M reactions from patents (1976-2016). The task is: Predict the reactants needed to synthesize the given product. (1) Given the product [Cl:20][C:21]1[CH:22]=[C:23]([CH2:24][CH2:25][NH:26][CH2:18][C:16]2[CH:15]=[CH:14][C:3]([O:4][C:5]3[N:6]=[CH:7][C:8]([C:11]([NH2:13])=[O:12])=[N:9][CH:10]=3)=[C:2]([F:1])[CH:17]=2)[CH:27]=[CH:28][C:29]=1[Cl:30], predict the reactants needed to synthesize it. The reactants are: [F:1][C:2]1[CH:17]=[C:16]([CH:18]=O)[CH:15]=[CH:14][C:3]=1[O:4][C:5]1[N:6]=[CH:7][C:8]([C:11]([NH2:13])=[O:12])=[N:9][CH:10]=1.[Cl:20][C:21]1[CH:22]=[C:23]([CH:27]=[CH:28][C:29]=1[Cl:30])[CH2:24][CH2:25][NH2:26].[BH4-].[Na+]. (2) Given the product [Cl:1][C:2]1[CH:10]=[CH:9][CH:8]=[C:7]2[C:3]=1[C:4]([C:11]([NH:13][CH2:14][C:15]1([OH:23])[CH2:20][CH2:19][CH2:18][C:17]([F:22])([F:21])[CH2:16]1)=[O:12])=[CH:5][N:6]2[CH2:36][CH:33]1[CH2:34][CH2:35][NH:31][CH2:32]1, predict the reactants needed to synthesize it. The reactants are: [Cl:1][C:2]1[CH:10]=[CH:9][CH:8]=[C:7]2[C:3]=1[C:4]([C:11]([NH:13][CH2:14][C:15]1([OH:23])[CH2:20][CH2:19][CH2:18][C:17]([F:22])([F:21])[CH2:16]1)=[O:12])=[CH:5][NH:6]2.C(OC([N:31]1[CH2:35][CH2:34][CH:33]([CH2:36]O)[CH2:32]1)=O)(C)(C)C.C(P(=CC#N)(CCCC)CCCC)CCC. (3) The reactants are: [CH2:1]([C@H:3]([NH:10][C:11]([C:13]1[C:22]2[C:17](=[CH:18][CH:19]=[CH:20][CH:21]=2)[N:16]=[C:15]([C:23]2[CH:28]=[CH:27][CH:26]=[CH:25][CH:24]=2)[C:14]=1[N:29]1[CH2:33][CH2:32][CH2:31][C@H:30]1[C:34](OC)=[O:35])=[O:12])[C:4]1[CH:9]=[CH:8][CH:7]=[CH:6][CH:5]=1)[CH3:2].[BH4-].[Na+].CO. Given the product [CH2:1]([C@H:3]([NH:10][C:11]([C:13]1[C:22]2[C:17](=[CH:18][CH:19]=[CH:20][CH:21]=2)[N:16]=[C:15]([C:23]2[CH:24]=[CH:25][CH:26]=[CH:27][CH:28]=2)[C:14]=1[N:29]1[CH2:33][CH2:32][CH2:31][C@H:30]1[CH2:34][OH:35])=[O:12])[C:4]1[CH:9]=[CH:8][CH:7]=[CH:6][CH:5]=1)[CH3:2], predict the reactants needed to synthesize it. (4) Given the product [CH2:21]([N:20]([CH2:23][CH3:24])[CH2:19][CH2:18][N:14]1[CH2:15][CH2:16][CH2:17][C@H:12]([N:8]2[C:9]3[C:4](=[CH:3][C:2]([C:39]4[CH:40]=[N:41][C:36]([NH:35][C:34]([NH:33][CH2:31][CH3:32])=[O:54])=[CH:37][C:38]=4[C:45]4[S:46][CH:47]=[C:48]([C:50]([F:53])([F:51])[F:52])[N:49]=4)=[N:11][CH:10]=3)[C:5](=[O:30])[C:6]([C:25]([OH:27])=[O:26])=[CH:7]2)[CH2:13]1)[CH3:22], predict the reactants needed to synthesize it. The reactants are: Br[C:2]1[CH:3]=[C:4]2[C:9](=[CH:10][N:11]=1)[N:8]([C@H:12]1[CH2:17][CH2:16][CH2:15][N:14]([CH2:18][CH2:19][N:20]([CH2:23][CH3:24])[CH2:21][CH3:22])[CH2:13]1)[CH:7]=[C:6]([C:25]([O:27]CC)=[O:26])[C:5]2=[O:30].[CH2:31]([NH:33][C:34](=[O:54])[NH:35][C:36]1[N:41]=[CH:40][C:39](B(O)O)=[C:38]([C:45]2[S:46][CH:47]=[C:48]([C:50]([F:53])([F:52])[F:51])[N:49]=2)[CH:37]=1)[CH3:32].C(=O)([O-])[O-].[Cs+].[Cs+].[OH-].[Li+].Cl. (5) Given the product [Br:1][C:2]1[CH:15]=[C:14]2[C:5](=[CH:4][CH:3]=1)[CH2:6][C:7]1([CH2:12][CH2:11][O:10][CH2:9][CH2:8]1)[C:13]2=[N:23][S:21]([C:18]([CH3:20])([CH3:19])[CH3:17])=[O:22], predict the reactants needed to synthesize it. The reactants are: [Br:1][C:2]1[CH:15]=[C:14]2[C:5]([CH2:6][C:7]3([C:13]2=O)[CH2:12][CH2:11][O:10][CH2:9][CH2:8]3)=[CH:4][CH:3]=1.[CH3:17][C:18]([S:21]([NH2:23])=[O:22])([CH3:20])[CH3:19].CO.C([O-])(O)=O.[Na+].